This data is from Peptide-MHC class II binding affinity with 134,281 pairs from IEDB. The task is: Regression. Given a peptide amino acid sequence and an MHC pseudo amino acid sequence, predict their binding affinity value. This is MHC class II binding data. The peptide sequence is YDKFLANVSTVLTNK. The MHC is DRB1_1101 with pseudo-sequence DRB1_1101. The binding affinity (normalized) is 0.547.